Dataset: Peptide-MHC class II binding affinity with 134,281 pairs from IEDB. Task: Regression. Given a peptide amino acid sequence and an MHC pseudo amino acid sequence, predict their binding affinity value. This is MHC class II binding data. (1) The peptide sequence is PVGEIYKRWIILGLNKIV. The MHC is DRB1_0802 with pseudo-sequence DRB1_0802. The binding affinity (normalized) is 0.547. (2) The peptide sequence is LDYLRRMTVFLQGLM. The MHC is HLA-DQA10201-DQB10202 with pseudo-sequence HLA-DQA10201-DQB10202. The binding affinity (normalized) is 0.333. (3) The peptide sequence is EVVAATPTSLLISWG. The MHC is DRB1_1001 with pseudo-sequence DRB1_1001. The binding affinity (normalized) is 0.261. (4) The peptide sequence is AGALEVHAVKPVTEE. The MHC is DRB1_0401 with pseudo-sequence DRB1_0401. The binding affinity (normalized) is 0.326.